Dataset: Catalyst prediction with 721,799 reactions and 888 catalyst types from USPTO. Task: Predict which catalyst facilitates the given reaction. Reactant: C([O:3][C:4]([CH:6]1[CH2:11][CH2:10][N:9]([C:12]([O:14][C:15]([CH3:18])([CH3:17])[CH3:16])=[O:13])[CH2:8][C:7]1=[O:19])=O)C.[BH4-].[Na+]. Product: [C:15]([O:14][C:12]([N:9]1[CH2:10][CH2:11][CH:6]([CH2:4][OH:3])[CH:7]([OH:19])[CH2:8]1)=[O:13])([CH3:18])([CH3:16])[CH3:17]. The catalyst class is: 36.